Dataset: Reaction yield outcomes from USPTO patents with 853,638 reactions. Task: Predict the reaction yield, written as a fraction of the theoretical maximum amount of product (1.0 means a 100% yield; for example, 0.34 means a 34% yield). (1) The reactants are C(OC([N:8]([CH2:42][C:43]([O:45]C(C)(C)C)=[O:44])[C:9]1[CH:14]=[CH:13][CH:12]=[C:11]([CH:15]([CH2:26][C:27]2[CH:32]=[CH:31][C:30]([C:33]3[CH:38]=[CH:37][CH:36]=[C:35]([O:39][CH2:40][CH3:41])[CH:34]=3)=[CH:29][CH:28]=2)[NH:16][S:17]([C:20]2[CH:21]=[N:22][CH:23]=[CH:24][CH:25]=2)(=[O:19])=[O:18])[N:10]=1)=O)(C)(C)C.Cl.O. The catalyst is O1CCOCC1. The product is [CH2:40]([O:39][C:35]1[CH:34]=[C:33]([C:30]2[CH:29]=[CH:28][C:27]([CH2:26][CH:15]([NH:16][S:17]([C:20]3[CH:21]=[N:22][CH:23]=[CH:24][CH:25]=3)(=[O:18])=[O:19])[C:11]3[N:10]=[C:9]([NH:8][CH2:42][C:43]([OH:45])=[O:44])[CH:14]=[CH:13][CH:12]=3)=[CH:32][CH:31]=2)[CH:38]=[CH:37][CH:36]=1)[CH3:41]. The yield is 0.930. (2) The yield is 0.967. The catalyst is C(Cl)(Cl)Cl. The reactants are [F:1][C:2]1[CH:14]=[CH:13][CH:12]=[C:11]([F:15])[C:3]=1[CH2:4][N:5]1[CH2:9][CH:8]=[CH:7][N:6]1O.P(Br)(Br)([Br:18])=O. The product is [Br:18][C:9]1[N:5]([CH2:4][C:3]2[C:2]([F:1])=[CH:14][CH:13]=[CH:12][C:11]=2[F:15])[N:6]=[CH:7][CH:8]=1. (3) The yield is 0.610. The reactants are [F:1][C:2]1[CH:33]=[CH:32][C:5]([CH2:6][NH:7][CH2:8][C:9]2[CH:10]=[C:11]([CH:21]=[C:22]([O:24][C:25]3[CH:30]=[CH:29][C:28]([F:31])=[CH:27][CH:26]=3)[CH:23]=2)[CH2:12][NH:13][C:14](=[O:20])[O:15][C:16]([CH3:19])([CH3:18])[CH3:17])=[CH:4][CH:3]=1.[Cl:34][C:35]1[C:36]([OH:46])=[C:37]([S:42](Cl)(=[O:44])=[O:43])[CH:38]=[C:39]([Cl:41])[CH:40]=1.CCN(CC)CC. The catalyst is C1COCC1. The product is [Cl:34][C:35]1[C:36]([OH:46])=[C:37]([S:42]([N:7]([CH2:8][C:9]2[CH:10]=[C:11]([CH:21]=[C:22]([O:24][C:25]3[CH:26]=[CH:27][C:28]([F:31])=[CH:29][CH:30]=3)[CH:23]=2)[CH2:12][NH:13][C:14](=[O:20])[O:15][C:16]([CH3:19])([CH3:18])[CH3:17])[CH2:6][C:5]2[CH:4]=[CH:3][C:2]([F:1])=[CH:33][CH:32]=2)(=[O:44])=[O:43])[CH:38]=[C:39]([Cl:41])[CH:40]=1. (4) The reactants are [Cl:1][C:2]1[CH:3]=[CH:4][C:5](CC(C)(C)C(N)=O)=[N:6][CH:7]=1.[C:15]([Li])([CH3:18])([CH3:17])[CH3:16].C[N:21](C)[CH:22]=[O:23].[O:25]1CCC[CH2:26]1. No catalyst specified. The product is [Cl:1][C:2]1[CH:3]=[C:4]([CH:26]=[O:25])[C:5]([NH:21][C:22](=[O:23])[C:15]([CH3:18])([CH3:17])[CH3:16])=[N:6][CH:7]=1. The yield is 0.560. (5) The reactants are [O:1]=[C:2]1[CH:6]=[C:5]([C@@H:7]2[CH2:12][CH2:11][N:10](C(OC)=O)[C@@H:9]([CH2:17][C:18]3[CH:23]=[CH:22][CH:21]=[C:20]([C:24]([F:27])([F:26])[F:25])[CH:19]=3)[CH2:8]2)[O:4][NH:3]1. The catalyst is Br. The product is [F:26][C:24]([F:25])([F:27])[C:20]1[CH:19]=[C:18]([CH:23]=[CH:22][CH:21]=1)[CH2:17][C@H:9]1[CH2:8][C@H:7]([C:5]2[O:4][NH:3][C:2](=[O:1])[CH:6]=2)[CH2:12][CH2:11][NH:10]1. The yield is 0.430. (6) The reactants are CC1N=C(N2CCN(C3C=CC=CC=3)C2=O)SC=1C(OCC)=O.[CH3:24][C:25]1[N:26]=[C:27]([N:30]2[CH2:34][CH2:33][N:32]([CH2:35][C:36]3[CH:45]=[CH:44][C:39]([C:40]([O:42]C)=[O:41])=[CH:38][CH:37]=3)[C:31]2=[O:46])[S:28][CH:29]=1. No catalyst specified. The product is [CH3:24][C:25]1[N:26]=[C:27]([N:30]2[CH2:34][CH2:33][N:32]([CH2:35][C:36]3[CH:45]=[CH:44][C:39]([C:40]([OH:42])=[O:41])=[CH:38][CH:37]=3)[C:31]2=[O:46])[S:28][CH:29]=1. The yield is 0.650. (7) The reactants are [Br:1][C:2]1[C:3]([O:9][CH3:10])=[N:4][C:5](Cl)=[N:6][CH:7]=1.[I-:11].[Na+]. The catalyst is I. The product is [Br:1][C:2]1[C:3]([O:9][CH3:10])=[N:4][C:5]([I:11])=[N:6][CH:7]=1. The yield is 0.160. (8) The reactants are [NH2:1][C:2]1[CH:31]=[CH:30][C:5]([C:6]([N:8]2[C:17]3[C:12](=[CH:13][CH:14]=[CH:15][CH:16]=3)[C@H:11]([N:18]([C:23]3[CH:28]=[CH:27][CH:26]=[CH:25][CH:24]=3)[C:19](=[O:22])[CH2:20][CH3:21])[CH2:10][C@@H:9]2[CH3:29])=[O:7])=[CH:4][CH:3]=1.C(O)(=O)CC.[CH:37]1[CH:42]=[CH:41][CH:40]=[CH:39][CH:38]=1. No catalyst specified. The product is [CH3:40][C:39]1[N:1]([C:2]2[CH:3]=[CH:4][C:5]([C:6]([N:8]3[C:17]4[C:12](=[CH:13][CH:14]=[CH:15][CH:16]=4)[C@H:11]([N:18]([C:23]4[CH:24]=[CH:25][CH:26]=[CH:27][CH:28]=4)[C:19](=[O:22])[CH2:20][CH3:21])[CH2:10][C@@H:9]3[CH3:29])=[O:7])=[CH:30][CH:31]=2)[C:42]([CH3:41])=[CH:37][CH:38]=1. The yield is 0.800.